From a dataset of Full USPTO retrosynthesis dataset with 1.9M reactions from patents (1976-2016). Predict the reactants needed to synthesize the given product. (1) Given the product [NH2:21][C:17]1[N:16]=[C:15]([S:12]([NH:11][C:9]([C:5]2[C:6]([Cl:8])=[N:7][C:2]([Cl:1])=[N:3][CH:4]=2)=[O:10])(=[O:13])=[O:14])[CH:20]=[CH:19][CH:18]=1, predict the reactants needed to synthesize it. The reactants are: [Cl:1][C:2]1[N:7]=[C:6]([Cl:8])[C:5]([C:9]([NH:11][S:12]([C:15]2[CH:20]=[CH:19][CH:18]=[C:17]([N+:21]([O-])=O)[N:16]=2)(=[O:14])=[O:13])=[O:10])=[CH:4][N:3]=1.Cl.O. (2) Given the product [NH2:4][C:3]1[N:5]=[C:15]([OH:16])[C:14]([NH:13][C:11](=[O:12])[C:10]2[CH:25]=[CH:26][C:7]([F:6])=[CH:8][CH:9]=2)=[C:20]([OH:21])[N:2]=1, predict the reactants needed to synthesize it. The reactants are: Cl.[NH2:2][C:3]([NH2:5])=[NH:4].[F:6][C:7]1[CH:26]=[CH:25][C:10]([C:11]([NH:13][CH:14]([C:20](OCC)=[O:21])[C:15](OCC)=[O:16])=[O:12])=[CH:9][CH:8]=1.[Na]. (3) The reactants are: CC(C)([O-])C.[K+].C(O)(C)(C)C.[CH2:12]([O:14][C:15](=[O:20])[CH2:16][C:17](=[O:19])[CH3:18])[CH3:13].Cl[CH2:22][C:23]1[CH:28]=[CH:27][C:26]([F:29])=[CH:25][CH:24]=1. Given the product [CH2:12]([O:14][C:15](=[O:20])[CH:16]([CH2:22][C:23]1[CH:28]=[CH:27][C:26]([F:29])=[CH:25][CH:24]=1)[C:17](=[O:19])[CH3:18])[CH3:13], predict the reactants needed to synthesize it. (4) Given the product [CH:1]1([CH:4]2[CH2:8][C:7]3[CH:9]=[C:10]([NH:22][S:23]([CH2:26][CH3:27])(=[O:25])=[O:24])[CH:11]=[C:12]([C:13]4[CH:18]=[C:17]([CH3:19])[C:16](=[O:20])[N:15]([CH3:21])[CH:14]=4)[C:6]=3[O:5]2)[CH2:3][CH2:2]1, predict the reactants needed to synthesize it. The reactants are: [CH:1]1([C:4]2[O:5][C:6]3[C:12]([C:13]4[CH:18]=[C:17]([CH3:19])[C:16](=[O:20])[N:15]([CH3:21])[CH:14]=4)=[CH:11][C:10]([NH:22][S:23]([CH2:26][CH3:27])(=[O:25])=[O:24])=[CH:9][C:7]=3[CH:8]=2)[CH2:3][CH2:2]1.C(O)(C(F)(F)F)=O. (5) Given the product [Cl:17][CH:18]([CH3:22])[C:19]([NH:8][C:9]1[CH:14]=[N:13][C:12]([C:15]#[N:16])=[CH:11][CH:10]=1)=[O:20], predict the reactants needed to synthesize it. The reactants are: C(N(CC)CC)C.[NH2:8][C:9]1[CH:10]=[CH:11][C:12]([C:15]#[N:16])=[N:13][CH:14]=1.[Cl:17][CH:18]([CH3:22])[C:19](Cl)=[O:20]. (6) Given the product [C:42]([CH2:41][CH2:40][C:10]1[C:11]([CH2:15][CH2:16][CH2:17][CH2:18][CH2:19][CH2:20][O:21][C:22]2[CH:23]=[C:24]([C:33]3[CH:34]=[CH:35][C:36]([Cl:39])=[CH:37][CH:38]=3)[CH:25]=[C:26]([S:28]([CH2:31][CH3:32])(=[O:29])=[O:30])[CH:27]=2)=[CH:12][CH:13]=[CH:14][C:9]=1[O:8][CH2:7][CH2:6][CH2:5][C:4]([OH:47])=[O:3])([OH:44])=[O:43], predict the reactants needed to synthesize it. The reactants are: C([O:3][C:4](=[O:47])[CH2:5][CH2:6][CH2:7][O:8][C:9]1[CH:14]=[CH:13][CH:12]=[C:11]([CH2:15][CH2:16][CH2:17][CH2:18][CH2:19][CH2:20][O:21][C:22]2[CH:23]=[C:24]([C:33]3[CH:38]=[CH:37][C:36]([Cl:39])=[CH:35][CH:34]=3)[CH:25]=[C:26]([S:28]([CH2:31][CH3:32])(=[O:30])=[O:29])[CH:27]=2)[C:10]=1[CH2:40][CH2:41][C:42]([O:44]CC)=[O:43])C.[OH-].[Na+].